Dataset: Reaction yield outcomes from USPTO patents with 853,638 reactions. Task: Predict the reaction yield, written as a fraction of the theoretical maximum amount of product (1.0 means a 100% yield; for example, 0.34 means a 34% yield). (1) The reactants are Br[C:2]1[C:3]([NH2:22])=[N:4][CH:5]=[C:6]([C:8]2[CH:13]=[CH:12][C:11]([O:14][Si:15]([C:18]([CH3:21])([CH3:20])[CH3:19])([CH3:17])[CH3:16])=[CH:10][CH:9]=2)[N:7]=1.[CH3:23][N:24]([CH3:34])[C:25]1[CH:30]=[CH:29][C:28](B(O)O)=[CH:27][CH:26]=1.C([O-])([O-])=O.[Na+].[Na+].O. The catalyst is C1(C)C=CC=CC=1.C(O)C.Cl[Pd](Cl)([P](C1C=CC=CC=1)(C1C=CC=CC=1)C1C=CC=CC=1)[P](C1C=CC=CC=1)(C1C=CC=CC=1)C1C=CC=CC=1. The product is [Si:15]([O:14][C:11]1[CH:12]=[CH:13][C:8]([C:6]2[N:7]=[C:2]([C:28]3[CH:29]=[CH:30][C:25]([N:24]([CH3:34])[CH3:23])=[CH:26][CH:27]=3)[C:3]([NH2:22])=[N:4][CH:5]=2)=[CH:9][CH:10]=1)([C:18]([CH3:21])([CH3:20])[CH3:19])([CH3:17])[CH3:16]. The yield is 0.883. (2) The reactants are [Br:1][C:2]1[CH:3]=[N:4][N:5]([CH3:16])[C:6]=1[C:7]1[CH:8]=[C:9]([C:13]([OH:15])=O)[S:10][C:11]=1[Cl:12].CCN(C(C)C)C(C)C.[NH2:26][C@@H:27]([CH2:40][CH:41]1[CH2:46][CH2:45][CH2:44][CH2:43][CH2:42]1)[CH2:28][N:29]1[C:37](=[O:38])[C:36]2[C:31](=[CH:32][CH:33]=[CH:34][CH:35]=2)[C:30]1=[O:39].F[P-](F)(F)(F)(F)F.Br[P+](N1CCCC1)(N1CCCC1)N1CCCC1. The catalyst is C(Cl)Cl. The product is [Br:1][C:2]1[CH:3]=[N:4][N:5]([CH3:16])[C:6]=1[C:7]1[CH:8]=[C:9]([C:13]([NH:26][C@H:27]([CH2:28][N:29]2[C:37](=[O:38])[C:36]3[C:31](=[CH:32][CH:33]=[CH:34][CH:35]=3)[C:30]2=[O:39])[CH2:40][CH:41]2[CH2:46][CH2:45][CH2:44][CH2:43][CH2:42]2)=[O:15])[S:10][C:11]=1[Cl:12]. The yield is 0.316.